This data is from Catalyst prediction with 721,799 reactions and 888 catalyst types from USPTO. The task is: Predict which catalyst facilitates the given reaction. Reactant: [C:1]([BH3-])#[N:2].[Na+].CN.[Cl:7][C:8]1[N:9]=[CH:10][N:11]([C:13]2[CH:18]=[CH:17][C:16]([NH:19][C:20]3[S:21][C:22]4[CH2:28][C:27](=O)[CH2:26][CH:25]([C:30]5[CH:35]=[CH:34][C:33]([F:36])=[CH:32][CH:31]=5)[C:23]=4[N:24]=3)=[CH:15][C:14]=2[O:37][CH3:38])[CH:12]=1. Product: [Cl:7][C:8]1[N:9]=[CH:10][N:11]([C:13]2[CH:18]=[CH:17][C:16]([NH:19][C:20]3[S:21][C:22]4[CH2:28][CH:27]([NH:2][CH3:1])[CH2:26][CH:25]([C:30]5[CH:31]=[CH:32][C:33]([F:36])=[CH:34][CH:35]=5)[C:23]=4[N:24]=3)=[CH:15][C:14]=2[O:37][CH3:38])[CH:12]=1. The catalyst class is: 5.